Dataset: Peptide-MHC class I binding affinity with 185,985 pairs from IEDB/IMGT. Task: Regression. Given a peptide amino acid sequence and an MHC pseudo amino acid sequence, predict their binding affinity value. This is MHC class I binding data. (1) The peptide sequence is KVMEITAEW. The MHC is HLA-B58:01 with pseudo-sequence HLA-B58:01. The binding affinity (normalized) is 0.991. (2) The peptide sequence is ERNEQGQTL. The MHC is HLA-B27:05 with pseudo-sequence HLA-B27:05. The binding affinity (normalized) is 0.0847. (3) The peptide sequence is TTGIGYQPYR. The MHC is HLA-A33:01 with pseudo-sequence HLA-A33:01. The binding affinity (normalized) is 0.310.